Dataset: Reaction yield outcomes from USPTO patents with 853,638 reactions. Task: Predict the reaction yield, written as a fraction of the theoretical maximum amount of product (1.0 means a 100% yield; for example, 0.34 means a 34% yield). The product is [CH3:8][C:9]1[C:10]2[N:11]([CH:15]=[C:16]([CH2:18][C@@H:19]3[CH2:24][CH2:23][CH2:22][CH2:21][NH:20]3)[N:17]=2)[CH:12]=[CH:13][CH:14]=1. The catalyst is C(Cl)Cl. The reactants are C(O)(C(F)(F)F)=O.[CH3:8][C:9]1[C:10]2[N:11]([CH:15]=[C:16]([CH2:18][C@@H:19]3[CH2:24][CH2:23][CH2:22][CH2:21][N:20]3C(OC(C)(C)C)=O)[N:17]=2)[CH:12]=[CH:13][CH:14]=1. The yield is 0.850.